From a dataset of Forward reaction prediction with 1.9M reactions from USPTO patents (1976-2016). Predict the product of the given reaction. (1) Given the reactants C(=O)([O-])[O-].[Cs+].[Cs+].[OH:7][C:8]1[CH:15]=[C:14]([O:16][CH2:17][C:18]2[C:19]([CH3:30])=[C:20]([C:24]3[CH:29]=[CH:28][CH:27]=[CH:26][CH:25]=3)[CH:21]=[CH:22][CH:23]=2)[CH:13]=[CH:12][C:9]=1[CH:10]=[O:11].Cl[CH2:32][C:33]1[CH:34]=[N:35][CH:36]=[C:37]([C:40]=1[CH3:41])[C:38]#[N:39].Cl, predict the reaction product. The product is: [CH:10]([C:9]1[CH:12]=[CH:13][C:14]([O:16][CH2:17][C:18]2[C:19]([CH3:30])=[C:20]([C:24]3[CH:29]=[CH:28][CH:27]=[CH:26][CH:25]=3)[CH:21]=[CH:22][CH:23]=2)=[CH:15][C:8]=1[O:7][CH2:32][C:33]1[CH:34]=[N:35][CH:36]=[C:37]([C:40]=1[CH3:41])[C:38]#[N:39])=[O:11]. (2) Given the reactants [C:1]([O:4][C@@H:5]1[C@@H:18]([O:19][C:20](=[O:22])[CH3:21])[C@H:17]([O:23][C:24](=[O:26])[CH3:25])[CH2:16][S:15][C@H:6]1[O:7][C:8]1[CH:9]=[N:10][CH:11]=[C:12](I)[CH:13]=1)(=[O:3])[CH3:2].[F:27][C:28]1[CH:33]=[CH:32][C:31]([S:34]([O-:36])=[O:35])=[CH:30][CH:29]=1, predict the reaction product. The product is: [C:1]([O:4][C@@H:5]1[C@@H:18]([O:19][C:20](=[O:22])[CH3:21])[C@H:17]([O:23][C:24](=[O:26])[CH3:25])[CH2:16][S:15][C@H:6]1[O:7][C:8]1[CH:9]=[N:10][CH:11]=[C:12]([S:34]([C:31]2[CH:32]=[CH:33][C:28]([F:27])=[CH:29][CH:30]=2)(=[O:36])=[O:35])[CH:13]=1)(=[O:3])[CH3:2]. (3) Given the reactants [H-].[Na+].[F:3][C:4]1[C:9]([F:10])=[CH:8][CH:7]=[CH:6][C:5]=1[OH:11].[C:12]1(=[O:16])[O:15][CH2:14][CH2:13]1.Cl, predict the reaction product. The product is: [F:3][C:4]1[C:9]([F:10])=[CH:8][CH:7]=[CH:6][C:5]=1[O:11][CH2:14][CH2:13][C:12]([OH:16])=[O:15]. (4) Given the reactants C[O:2][C:3]([C:5]1[S:6][C:7]([C:28]2[CH2:33][CH2:32][CH2:31][CH2:30][CH:29]=2)=[CH:8][C:9]=1[N:10]([CH:20]1[CH2:25][CH2:24][N:23]([CH:26]=[O:27])[CH2:22][CH2:21]1)[C:11]([C@H:13]1[CH2:18][CH2:17][C@H:16]([CH3:19])[CH2:15][CH2:14]1)=[O:12])=[O:4].[OH-].[Li+], predict the reaction product. The product is: [C:28]1([C:7]2[S:6][C:5]([C:3]([OH:4])=[O:2])=[C:9]([N:10]([CH:20]3[CH2:21][CH2:22][N:23]([CH:26]=[O:27])[CH2:24][CH2:25]3)[C:11]([C@H:13]3[CH2:18][CH2:17][C@H:16]([CH3:19])[CH2:15][CH2:14]3)=[O:12])[CH:8]=2)[CH2:33][CH2:32][CH2:31][CH2:30][CH:29]=1. (5) Given the reactants [Cl:1][C:2]1[CH:9]=[C:8]([O:10][C:11]2[CH:16]=[CH:15][C:14]([CH2:17][C:18]([C:20]3[CH:21]=[C:22]4[C:27](=[CH:28][CH:29]=3)[N:26]=[C:25]([O:30][CH:31]([CH3:33])[CH3:32])[CH:24]=[C:23]4[C:34]([F:37])([F:36])[F:35])=[O:19])=[C:13]([Cl:38])[CH:12]=2)[CH:7]=[CH:6][C:3]=1[C:4]#[N:5].[H-].[Na+].[CH3:41]I, predict the reaction product. The product is: [Cl:1][C:2]1[CH:9]=[C:8]([O:10][C:11]2[CH:16]=[CH:15][C:14]([CH:17]([CH3:41])[C:18]([C:20]3[CH:21]=[C:22]4[C:27](=[CH:28][CH:29]=3)[N:26]=[C:25]([O:30][CH:31]([CH3:33])[CH3:32])[CH:24]=[C:23]4[C:34]([F:35])([F:37])[F:36])=[O:19])=[C:13]([Cl:38])[CH:12]=2)[CH:7]=[CH:6][C:3]=1[C:4]#[N:5].